This data is from Forward reaction prediction with 1.9M reactions from USPTO patents (1976-2016). The task is: Predict the product of the given reaction. (1) Given the reactants [Br:1][C:2]1[C:7]([NH2:8])=[C:6]([O:9][CH3:10])[CH:5]=[CH:4][N:3]=1.Cl[C:12]([O:14][CH2:15][CH3:16])=[O:13], predict the reaction product. The product is: [Br:1][C:2]1[C:7]([NH:8][C:12](=[O:13])[O:14][CH2:15][CH3:16])=[C:6]([O:9][CH3:10])[CH:5]=[CH:4][N:3]=1. (2) Given the reactants [Cl-].[CH3:2][O:3][CH2:4][P+](C1C=CC=CC=1)(C1C=CC=CC=1)C1C=CC=CC=1.CC([O-])(C)C.[K+].[CH2:30]([O:32][C:33]1[CH:48]=[CH:47][C:36]([O:37][CH2:38][CH:39]2[CH2:44][CH2:43][CH:42]([CH:45]=O)[CH2:41][CH2:40]2)=[C:35]([F:49])[C:34]=1[F:50])[CH3:31].O, predict the reaction product. The product is: [CH2:30]([O:32][C:33]1[CH:48]=[CH:47][C:36]([O:37][CH2:38][CH:39]2[CH2:44][CH2:43][CH:42]([CH:45]=[CH:2][O:3][CH3:4])[CH2:41][CH2:40]2)=[C:35]([F:49])[C:34]=1[F:50])[CH3:31]. (3) Given the reactants [CH3:1][C:2]1[N:7]=[CH:6][C:5]([NH2:8])=[C:4]([NH:9][C:10]2[CH:15]=[N:14][CH:13]=[CH:12][N:11]=2)[CH:3]=1.C(O)(=O)C.[N:20](OC(C)(C)C)=O, predict the reaction product. The product is: [CH3:1][C:2]1[N:7]=[CH:6][C:5]2[N:8]=[N:20][N:9]([C:10]3[CH:15]=[N:14][CH:13]=[CH:12][N:11]=3)[C:4]=2[CH:3]=1.